From a dataset of Reaction yield outcomes from USPTO patents with 853,638 reactions. Predict the reaction yield, written as a fraction of the theoretical maximum amount of product (1.0 means a 100% yield; for example, 0.34 means a 34% yield). (1) The reactants are [NH2:1][C:2]1[S:6][N:5]=[C:4]([CH3:7])[C:3]=1[C:8]([NH:10][C:11]1[CH:16]=[CH:15][C:14]([F:17])=[C:13]([F:18])[CH:12]=1)=[O:9].Cl[C:20]1[S:21][C:22]([C:25]([N:27]([CH3:29])[CH3:28])=[O:26])=[CH:23][N:24]=1.C(=O)([O-])[O-].[Cs+].[Cs+].CC1(C)C2C(=C(P(C3C=CC=CC=3)C3C=CC=CC=3)C=CC=2)OC2C(P(C3C=CC=CC=3)C3C=CC=CC=3)=CC=CC1=2. The catalyst is O1CCOCC1.CN(C=O)C.C([O-])(=O)C.[Pd+2].C([O-])(=O)C. The product is [F:18][C:13]1[CH:12]=[C:11]([NH:10][C:8]([C:3]2[C:4]([CH3:7])=[N:5][S:6][C:2]=2[NH:1][C:20]2[S:21][C:22]([C:25](=[O:26])[N:27]([CH3:29])[CH3:28])=[CH:23][N:24]=2)=[O:9])[CH:16]=[CH:15][C:14]=1[F:17]. The yield is 0.150. (2) The reactants are [Br:1][C:2]1[CH:7]=[C:6]([NH2:8])[C:5]([NH2:9])=[C:4]([CH3:10])[C:3]=1[CH3:11].[OH:12][C@@H:13]([CH3:17])[C:14](O)=O.ClC1C=C(N=C=O)C=CC=1Cl. No catalyst specified. The product is [Br:1][C:2]1[C:3]([CH3:11])=[C:4]([CH3:10])[C:5]2[NH:9][C:14]([C@@H:13]([OH:12])[CH3:17])=[N:8][C:6]=2[CH:7]=1. The yield is 0.880. (3) The reactants are C[O:2][C:3](=[O:36])[CH:4]([CH2:24][CH:25]=[CH:26][CH2:27][P:28]([O:33]CC)([O:30][CH2:31][CH3:32])=[O:29])[CH2:5][C:6]([CH3:23])=[CH:7][CH2:8][C:9]1[C:10]([OH:22])=[C:11]2[C:15](=[C:16]([CH3:20])[C:17]=1[O:18][CH3:19])[CH2:14][O:13][C:12]2=[O:21].[OH-].[Li+]. The catalyst is CO.O. The product is [CH2:31]([O:30][P:28]([CH2:27][CH:26]=[CH:25][CH2:24][CH:4]([CH2:5][C:6]([CH3:23])=[CH:7][CH2:8][C:9]1[C:10]([OH:22])=[C:11]2[C:15](=[C:16]([CH3:20])[C:17]=1[O:18][CH3:19])[CH2:14][O:13][C:12]2=[O:21])[C:3]([OH:36])=[O:2])([OH:33])=[O:29])[CH3:32]. The yield is 0.890. (4) The reactants are C([O:3][C:4](=[O:28])[C:5]([CH3:27])([CH3:26])[CH2:6][CH2:7][CH2:8][CH:9]([C:19]1[CH:24]=[CH:23][CH:22]=[CH:21][C:20]=1[Cl:25])[N:10]1[CH2:15][CH2:14][C:13]2[S:16][CH:17]=[CH:18][C:12]=2[CH2:11]1)C.C(O)C.[OH-].[Na+]. The catalyst is O. The product is [Cl:25][C:20]1[CH:21]=[CH:22][CH:23]=[CH:24][C:19]=1[CH:9]([N:10]1[CH2:15][CH2:14][C:13]2[S:16][CH:17]=[CH:18][C:12]=2[CH2:11]1)[CH2:8][CH2:7][CH2:6][C:5]([CH3:26])([CH3:27])[C:4]([OH:28])=[O:3]. The yield is 0.687. (5) The reactants are [OH:1][CH2:2][C@@:3]([C:6]1[CH:24]=[CH:23][C:9]([C:10]([NH:12][C:13]2[N:18]=[CH:17][C:16]3[CH:19]=[CH:20][N:21]([CH3:22])[C:15]=3[CH:14]=2)=[O:11])=[CH:8][CH:7]=1)([OH:5])[CH3:4].C1C(=O)N([Cl:32])C(=O)C1. The catalyst is CN(C=O)C. The product is [Cl:32][C:19]1[C:16]2[CH:17]=[N:18][C:13]([NH:12][C:10](=[O:11])[C:9]3[CH:23]=[CH:24][C:6]([C@:3]([OH:5])([CH3:4])[CH2:2][OH:1])=[CH:7][CH:8]=3)=[CH:14][C:15]=2[N:21]([CH3:22])[CH:20]=1. The yield is 0.210. (6) The reactants are [CH3:1][O:2][C:3]1[CH:21]=[C:20]([O:22][CH3:23])[CH:19]=[CH:18][C:4]=1[CH2:5][NH:6][C:7](=[O:17])[NH:8][C@@H:9]([CH:14]([CH3:16])[CH3:15])[C:10](OC)=[O:11].CCN(CC)CC. The catalyst is CO. The product is [CH3:1][O:2][C:3]1[CH:21]=[C:20]([O:22][CH3:23])[CH:19]=[CH:18][C:4]=1[CH2:5][N:6]1[C:10](=[O:11])[C@H:9]([CH:14]([CH3:16])[CH3:15])[NH:8][C:7]1=[O:17]. The yield is 0.710. (7) The reactants are [CH3:1][C:2]1[NH:3][C:4]2[C:9]([C:10]=1[CH3:11])=[CH:8][C:7]([C:12]([O:14]CC)=[O:13])=[CH:6][CH:5]=2.[OH-].[Na+]. The catalyst is C(O)C. The product is [CH3:1][C:2]1[NH:3][C:4]2[C:9]([C:10]=1[CH3:11])=[CH:8][C:7]([C:12]([OH:14])=[O:13])=[CH:6][CH:5]=2. The yield is 1.00. (8) The reactants are C(OC(=O)[NH:7][C:8]1[C:13]2[S:14][C:15]([C:17]3[C:22]([Cl:23])=[CH:21][C:20]([C:24]#[N:25])=[CH:19][C:18]=3[Cl:26])=[N:16][C:12]=2[CH:11]=[CH:10][N:9]=1)(C)(C)C.C(O)(C(F)(F)F)=O. The catalyst is C(Cl)Cl. The product is [NH2:7][C:8]1[C:13]2[S:14][C:15]([C:17]3[C:22]([Cl:23])=[CH:21][C:20]([C:24]#[N:25])=[CH:19][C:18]=3[Cl:26])=[N:16][C:12]=2[CH:11]=[CH:10][N:9]=1. The yield is 0.820. (9) The reactants are [I:1][C:2]1[C:6]([C:7]([O:9][CH2:10][CH3:11])=[O:8])=[CH:5][NH:4][N:3]=1.[O:12]1[CH:17]=[CH:16][CH2:15][CH2:14][CH2:13]1.CC1C=CC(S(O)(=O)=O)=CC=1. The catalyst is C1COCC1. The product is [I:1][C:2]1[C:6]([C:7]([O:9][CH2:10][CH3:11])=[O:8])=[CH:5][N:4]([CH:13]2[CH2:14][CH2:15][CH2:16][CH2:17][O:12]2)[N:3]=1. The yield is 0.910. (10) The reactants are [OH:1][C:2]1[C:11]([C:12](=[O:15])[CH2:13][CH3:14])=[CH:10][CH:9]=[C:8]2[C:3]=1[CH:4]=[CH:5][CH2:6][O:7]2.[N+](=[CH:18][C:19]([O:21][CH2:22][CH3:23])=[O:20])=[N-]. The catalyst is ClCCCl. The product is [CH2:22]([O:21][C:19]([CH:18]1[CH:4]2[CH:5]1[CH2:6][O:7][C:8]1[CH:9]=[CH:10][C:11]([C:12](=[O:15])[CH2:13][CH3:14])=[C:2]([OH:1])[C:3]=12)=[O:20])[CH3:23]. The yield is 0.410.